This data is from Peptide-MHC class II binding affinity with 134,281 pairs from IEDB. The task is: Regression. Given a peptide amino acid sequence and an MHC pseudo amino acid sequence, predict their binding affinity value. This is MHC class II binding data. (1) The peptide sequence is TKIMSSKRILERESV. The MHC is DRB1_0401 with pseudo-sequence DRB1_0401. The binding affinity (normalized) is 0.304. (2) The peptide sequence is YKRTDIVEVDRDTAR. The MHC is HLA-DQA10303-DQB10402 with pseudo-sequence HLA-DQA10303-DQB10402. The binding affinity (normalized) is 0. (3) The peptide sequence is KALWIIFSQNMNIKL. The MHC is HLA-DQA10101-DQB10501 with pseudo-sequence HLA-DQA10101-DQB10501. The binding affinity (normalized) is 0.199. (4) The peptide sequence is KTLNDETKKQVNLMG. The binding affinity (normalized) is 0. The MHC is H-2-IAb with pseudo-sequence H-2-IAb. (5) The peptide sequence is KLIEDINVGFKAAVA. The MHC is HLA-DQA10501-DQB10301 with pseudo-sequence HLA-DQA10501-DQB10301. The binding affinity (normalized) is 0.712. (6) The peptide sequence is DEELLKAVRIIKILYQSNP. The MHC is DRB1_0405 with pseudo-sequence DRB1_0405. The binding affinity (normalized) is 0.615. (7) The MHC is HLA-DQA10401-DQB10402 with pseudo-sequence HLA-DQA10401-DQB10402. The peptide sequence is EPIAAYHFDLSGIAF. The binding affinity (normalized) is 0.378. (8) The peptide sequence is ANERADLAAYLKQATK. The MHC is H-2-IEk with pseudo-sequence H-2-IEk. The binding affinity (normalized) is 0.0155. (9) The peptide sequence is KHPVLGVITEQQSSI. The MHC is DRB1_0101 with pseudo-sequence DRB1_0101. The binding affinity (normalized) is 0.0277. (10) The peptide sequence is AAATAGTTVYGAFAY. The MHC is HLA-DPA10103-DPB10401 with pseudo-sequence HLA-DPA10103-DPB10401. The binding affinity (normalized) is 0.229.